The task is: Predict which catalyst facilitates the given reaction.. This data is from Catalyst prediction with 721,799 reactions and 888 catalyst types from USPTO. Product: [F:21][C:3]([F:2])([F:20])[C:4]1[N:9]=[CH:8][C:7]([CH:10]2[CH2:15][CH:14]([C:16]([O:18][CH3:19])=[O:17])[CH2:13][CH2:12][N:11]2[C:31]([O:32][CH3:33])=[O:34])=[CH:6][CH:5]=1. Reactant: Cl.[F:2][C:3]([F:21])([F:20])[C:4]1[N:9]=[CH:8][C:7]([CH:10]2[CH2:15][CH:14]([C:16]([O:18][CH3:19])=[O:17])[CH2:13][CH2:12][NH:11]2)=[CH:6][CH:5]=1.CCN(C(C)C)C(C)C.[C:31](Cl)(=[O:34])[O:32][CH3:33]. The catalyst class is: 2.